Dataset: Forward reaction prediction with 1.9M reactions from USPTO patents (1976-2016). Task: Predict the product of the given reaction. (1) Given the reactants [CH:1]1([N:6]2[CH2:12][C:11]([F:14])([F:13])[C:10](=[O:15])[N:9]([CH3:16])[C:8]3[CH:17]=[N:18][C:19]([NH:21][C:22]4[CH:30]=[CH:29][C:25]([C:26]([OH:28])=O)=[CH:24][C:23]=4[O:31][CH3:32])=[N:20][C:7]2=3)[CH2:5][CH2:4][CH2:3][CH2:2]1.F[P-](F)(F)(F)(F)F.CN(C(N(C)C)=[N+]1C2C(=NC=CC=2)[N+]([O-])=N1)C.C(N(C(C)C)C(C)C)C.[CH2:66]([N:73]1[CH2:77][CH2:76][C@H:75]([NH2:78])[CH2:74]1)[C:67]1[CH:72]=[CH:71][CH:70]=[CH:69][CH:68]=1, predict the reaction product. The product is: [CH2:66]([N:73]1[CH2:77][CH2:76][C@H:75]([NH:78][C:26](=[O:28])[C:25]2[CH:29]=[CH:30][C:22]([NH:21][C:19]3[N:18]=[CH:17][C:8]4[N:9]([CH3:16])[C:10](=[O:15])[C:11]([F:14])([F:13])[CH2:12][N:6]([CH:1]5[CH2:2][CH2:3][CH2:4][CH2:5]5)[C:7]=4[N:20]=3)=[C:23]([O:31][CH3:32])[CH:24]=2)[CH2:74]1)[C:67]1[CH:68]=[CH:69][CH:70]=[CH:71][CH:72]=1. (2) Given the reactants [N:1]([C:4]1[CH:5]=[CH:6][C:7]([CH3:28])=[C:8]([C:10]([C:12]2[CH:17]=[CH:16][C:15]([NH:18][C:19]3[CH:24]=[CH:23][C:22]([O:25][CH3:26])=[CH:21][CH:20]=3)=[CH:14][C:13]=2[Cl:27])=[O:11])[CH:9]=1)=[N+:2]=[N-:3].[CH2:29]([OH:33])[CH2:30][C:31]#[CH:32], predict the reaction product. The product is: [Cl:27][C:13]1[CH:14]=[C:15]([NH:18][C:19]2[CH:24]=[CH:23][C:22]([O:25][CH3:26])=[CH:21][CH:20]=2)[CH:16]=[CH:17][C:12]=1[C:10]([C:8]1[CH:9]=[C:4]([N:1]2[CH:32]=[C:31]([CH2:30][CH2:29][OH:33])[N:3]=[N:2]2)[CH:5]=[CH:6][C:7]=1[CH3:28])=[O:11]. (3) Given the reactants [Cl:1][C:2]1[CH:45]=[C:44]([Cl:46])[CH:43]=[CH:42][C:3]=1[O:4][C:5]1[CH:41]=[CH:40][CH:39]=[CH:38][C:6]=1[CH2:7][O:8][CH2:9][CH:10]1[CH2:37][CH2:36][C:13]2[N:14](C(C3C=CC=CC=3)(C3C=CC=CC=3)C3C=CC=CC=3)[CH:15]=[N:16][C:12]=2[CH2:11]1.ClC1C=C(Cl)C=CC=1OC1C=CC=CC=1COCC1CCC2N=CN(C(C3C=CC=CC=3)(C3C=CC=CC=3)C3C=CC=CC=3)C=2C1.C(O)(=O)C, predict the reaction product. The product is: [Cl:1][C:2]1[CH:45]=[C:44]([Cl:46])[CH:43]=[CH:42][C:3]=1[O:4][C:5]1[CH:41]=[CH:40][CH:39]=[CH:38][C:6]=1[CH2:7][O:8][CH2:9][CH:10]1[CH2:37][CH2:36][C:13]2[NH:14][CH:15]=[N:16][C:12]=2[CH2:11]1. (4) Given the reactants [Cl:1][C:2]1[N:7]=[C:6]([NH:8][C:9](=[O:11])[CH3:10])[CH:5]=[C:4](Cl)[N:3]=1.[C:13]([O:17][C:18]([N:20]1[CH2:25][CH2:24][CH:23]([NH2:26])[CH2:22][CH2:21]1)=[O:19])([CH3:16])([CH3:15])[CH3:14], predict the reaction product. The product is: [C:13]([O:17][C:18]([N:20]1[CH2:25][CH2:24][CH:23]([NH:26][C:4]2[CH:5]=[C:6]([NH:8][C:9](=[O:11])[CH3:10])[N:7]=[C:2]([Cl:1])[N:3]=2)[CH2:22][CH2:21]1)=[O:19])([CH3:16])([CH3:14])[CH3:15]. (5) Given the reactants [CH2:1]([C:3]1[CH:7]=[C:6]([CH2:8][CH3:9])[N:5]([C:10]2[CH:23]=[CH:22][CH:21]=[CH:20][C:11]=2[CH2:12][NH:13]C(=O)C(F)(F)F)[N:4]=1)[CH3:2].C(=O)([O-])[O-].[K+].[K+], predict the reaction product. The product is: [CH2:1]([C:3]1[CH:7]=[C:6]([CH2:8][CH3:9])[N:5]([C:10]2[CH:23]=[CH:22][CH:21]=[CH:20][C:11]=2[CH2:12][NH2:13])[N:4]=1)[CH3:2].